From a dataset of Full USPTO retrosynthesis dataset with 1.9M reactions from patents (1976-2016). Predict the reactants needed to synthesize the given product. Given the product [C:1]([O:5][C:6](=[O:28])[C:7]1[CH:12]=[CH:11][C:10]([CH2:13][N:14]([C:17](=[O:27])[CH:18]=[C:19]([OH:20])[C:23]([NH:33][S:30]([CH3:29])(=[O:32])=[O:31])=[O:22])[O:15][CH3:16])=[CH:9][CH:8]=1)([CH3:4])([CH3:3])[CH3:2], predict the reactants needed to synthesize it. The reactants are: [C:1]([O:5][C:6](=[O:28])[C:7]1[CH:12]=[CH:11][C:10]([CH2:13][N:14]([C:17](=[O:27])[CH:18]=[C:19]2[C:23](=O)[O:22]C(C)(C)[O:20]2)[O:15][CH3:16])=[CH:9][CH:8]=1)([CH3:4])([CH3:3])[CH3:2].[CH3:29][S:30]([NH2:33])(=[O:32])=[O:31].